From a dataset of Forward reaction prediction with 1.9M reactions from USPTO patents (1976-2016). Predict the product of the given reaction. Given the reactants [CH2:1](Br)[C:2]1[CH:7]=[CH:6][CH:5]=[CH:4][CH:3]=1.CN(C)C=O.[CH3:14][N:15]1[C:19]([NH2:20])=[CH:18][CH:17]=[N:16]1.C(=O)([O-])[O-].[K+].[K+], predict the reaction product. The product is: [CH2:1]([NH:20][C:19]1[N:15]([CH3:14])[N:16]=[CH:17][CH:18]=1)[C:2]1[CH:7]=[CH:6][CH:5]=[CH:4][CH:3]=1.